Dataset: Reaction yield outcomes from USPTO patents with 853,638 reactions. Task: Predict the reaction yield, written as a fraction of the theoretical maximum amount of product (1.0 means a 100% yield; for example, 0.34 means a 34% yield). The reactants are [C:1]([C:5]1[CH:9]=[C:8]([NH:10][C:11](=[O:37])[NH:12][C:13]2[C:22]3[C:17](=[CH:18][CH:19]=[CH:20][CH:21]=3)[C:16]([O:23][CH2:24][C:25]3[CH:30]=[CH:29][N:28]=[C:27]([NH:31][C:32](=[O:36])[CH2:33][S:34][CH3:35])[CH:26]=3)=[CH:15][CH:14]=2)[N:7]([C:38]2[CH:43]=[CH:42][C:41]([CH3:44])=[CH:40][CH:39]=2)[N:6]=1)([CH3:4])([CH3:3])[CH3:2].[OH:45]OS([O-])=O.[K+]. The catalyst is CN(C=O)C.O. The product is [C:1]([C:5]1[CH:9]=[C:8]([NH:10][C:11](=[O:37])[NH:12][C:13]2[C:22]3[C:17](=[CH:18][CH:19]=[CH:20][CH:21]=3)[C:16]([O:23][CH2:24][C:25]3[CH:30]=[CH:29][N:28]=[C:27]([NH:31][C:32](=[O:36])[CH2:33][S:34]([CH3:35])=[O:45])[CH:26]=3)=[CH:15][CH:14]=2)[N:7]([C:38]2[CH:43]=[CH:42][C:41]([CH3:44])=[CH:40][CH:39]=2)[N:6]=1)([CH3:4])([CH3:3])[CH3:2]. The yield is 0.520.